Dataset: Reaction yield outcomes from USPTO patents with 853,638 reactions. Task: Predict the reaction yield, written as a fraction of the theoretical maximum amount of product (1.0 means a 100% yield; for example, 0.34 means a 34% yield). (1) The product is [ClH:46].[CH:1]1([CH2:4][O:5][C:6]2[CH:11]=[CH:10][CH:9]=[C:8]([OH:12])[C:7]=2[C:22]2[N:23]=[C:24]3[C:29]([CH:28]=[CH:27][C:26](=[O:45])[NH:25]3)=[C:30]([CH:32]3[CH2:37][CH2:36][CH2:35][NH:34][CH2:33]3)[CH:31]=2)[CH2:2][CH2:3]1. The catalyst is O1CCOCC1.C(OCC)(=O)C. The yield is 0.800. The reactants are [CH:1]1([CH2:4][O:5][C:6]2[CH:11]=[CH:10][CH:9]=[C:8]([O:12]CC3C=CC(OC)=CC=3)[C:7]=2[C:22]2[CH:31]=[C:30]([CH:32]3[CH2:37][CH2:36][CH2:35][N:34](C(OC(C)(C)C)=O)[CH2:33]3)[C:29]3[CH:28]=[CH:27][C:26](=[O:45])[NH:25][C:24]=3[N:23]=2)[CH2:3][CH2:2]1.[ClH:46]. (2) The reactants are [CH3:1][O:2][C:3]1[CH:39]=[CH:38][C:6]([CH2:7][NH:8][C:9]2[S:17][C:12]3=[CH:13][N:14]=[CH:15][CH:16]=[C:11]3[C:10]=2[C:18]([C:20]2[CH:21]=[C:22]3[C:26](=[CH:27][CH:28]=2)[C:25](=[N:29][O:30][Si](C(C)(C)C)(C)C)[CH2:24][CH2:23]3)=[O:19])=[CH:5][CH:4]=1.CCCC[N+](CCCC)(CCCC)CCCC.[F-]. The catalyst is C1COCC1.[Cl-].[Na+].O. The product is [OH:30][N:29]=[C:25]1[C:26]2[C:22](=[CH:21][C:20]([C:18]([C:10]3[C:11]4[C:12](=[CH:13][N:14]=[CH:15][CH:16]=4)[S:17][C:9]=3[NH:8][CH2:7][C:6]3[CH:5]=[CH:4][C:3]([O:2][CH3:1])=[CH:39][CH:38]=3)=[O:19])=[CH:28][CH:27]=2)[CH2:23][CH2:24]1. The yield is 0.330. (3) The reactants are [F:1][C:2]1[CH:3]=[C:4]([C:8]2[CH:9]=[N:10][C:11](=O)[NH:12][N:13]=2)[CH:5]=[CH:6][CH:7]=1.CN(C=O)C.P(Cl)(Cl)([Cl:22])=O.C(Cl)(Cl)Cl. No catalyst specified. The product is [Cl:22][C:11]1[N:12]=[N:13][C:8]([C:4]2[CH:5]=[CH:6][CH:7]=[C:2]([F:1])[CH:3]=2)=[CH:9][N:10]=1. The yield is 0.210. (4) The product is [CH:6]([NH:9][C:10]([N:12]1[C:16]([CH3:17])=[C:15]([Cl:4])[C:14]([O:18][C:19]2[CH:24]=[CH:23][C:22]([C:25]([F:28])([F:26])[F:27])=[CH:21][C:20]=2[N+:29]([O-:31])=[O:30])=[N:13]1)=[O:11])([CH3:8])[CH3:7]. The catalyst is C(O)(=O)C. The yield is 0.984. The reactants are S(Cl)([Cl:4])(=O)=O.[CH:6]([NH:9][C:10]([N:12]1[C:16]([CH3:17])=[CH:15][C:14]([O:18][C:19]2[CH:24]=[CH:23][C:22]([C:25]([F:28])([F:27])[F:26])=[CH:21][C:20]=2[N+:29]([O-:31])=[O:30])=[N:13]1)=[O:11])([CH3:8])[CH3:7]. (5) The product is [NH2:42][C:41]1[C:36]2[CH:35]=[CH:34][N:33]([C@@H:25]3[O:24][C@H:23]([CH2:22][N:18]([CH:19]([CH3:20])[CH3:21])[CH2:17][CH2:16][CH2:15][NH:14][C:12]([NH:11][C:8]4[CH:7]=[CH:6][C:5]([C:1]([CH3:3])([CH3:2])[CH3:4])=[CH:10][CH:9]=4)=[O:13])[C@@H:30]([OH:29])[C@H:26]3[OH:27])[C:37]=2[N:38]=[CH:39][N:40]=1. The reactants are [C:1]([C:5]1[CH:10]=[CH:9][C:8]([NH:11][C:12]([NH:14][CH2:15][CH2:16][CH2:17][N:18]([CH2:22][C@@H:23]2[C@@H:30]3[C@@H:26]([O:27]C(C)(C)[O:29]3)[C@H:25]([N:33]3[C:37]4[N:38]=[CH:39][N:40]=[C:41]([NH:42]CC5C=CC(OC)=CC=5OC)[C:36]=4[CH:35]=[CH:34]3)[O:24]2)[CH:19]([CH3:21])[CH3:20])=[O:13])=[CH:7][CH:6]=1)([CH3:4])([CH3:3])[CH3:2]. The yield is 0.460. The catalyst is FC(F)(F)C(O)=O.O.